Dataset: TCR-epitope binding with 47,182 pairs between 192 epitopes and 23,139 TCRs. Task: Binary Classification. Given a T-cell receptor sequence (or CDR3 region) and an epitope sequence, predict whether binding occurs between them. (1) The epitope is GILGFVFTL. The TCR CDR3 sequence is CASSLTGSPYNEQFF. Result: 1 (the TCR binds to the epitope). (2) The TCR CDR3 sequence is CAIGDTGINQPQHF. Result: 1 (the TCR binds to the epitope). The epitope is KLWAQCVQL. (3) The epitope is IVTDFSVIK. Result: 1 (the TCR binds to the epitope). The TCR CDR3 sequence is CSAPARSEPYEQYF. (4) The epitope is HLVDFQVTI. The TCR CDR3 sequence is CASSLQQGYTEAFF. Result: 0 (the TCR does not bind to the epitope).